Dataset: Full USPTO retrosynthesis dataset with 1.9M reactions from patents (1976-2016). Task: Predict the reactants needed to synthesize the given product. (1) Given the product [CH2:1]([O:3][C:4](=[O:25])[C:5]([NH:10][C:11]([C:13]1[CH:18]=[CH:17][C:16]([N:30]2[CH2:31][C:28]([F:32])([F:27])[CH2:29]2)=[C:15]([O:20][CH2:21][CH:22]2[CH2:24][CH2:23]2)[N:14]=1)=[O:12])([CH2:8][CH3:9])[CH2:6][CH3:7])[CH3:2], predict the reactants needed to synthesize it. The reactants are: [CH2:1]([O:3][C:4](=[O:25])[C:5]([NH:10][C:11]([C:13]1[CH:18]=[CH:17][C:16](Br)=[C:15]([O:20][CH2:21][CH:22]2[CH2:24][CH2:23]2)[N:14]=1)=[O:12])([CH2:8][CH3:9])[CH2:6][CH3:7])[CH3:2].Cl.[F:27][C:28]1([F:32])[CH2:31][NH:30][CH2:29]1. (2) Given the product [CH:14]1[C:8]2[C:7]3[CH:15]=[C:16]4[C:4](=[CH:5][C:6]=3[O:10][C:9]=2[CH:11]=[CH:12][CH:13]=1)[CH:3]=[C:2]([B:19]1[O:23][C:22]([CH3:25])([CH3:24])[C:21]([CH3:27])([CH3:26])[O:20]1)[CH:18]=[CH:17]4, predict the reactants needed to synthesize it. The reactants are: Cl[C:2]1[CH:18]=[CH:17][C:16]2[C:4](=[CH:5][C:6]3[O:10][C:9]4[CH:11]=[CH:12][CH:13]=[CH:14][C:8]=4[C:7]=3[CH:15]=2)[CH:3]=1.[B:19]1([B:19]2[O:23][C:22]([CH3:25])([CH3:24])[C:21]([CH3:27])([CH3:26])[O:20]2)[O:23][C:22]([CH3:25])([CH3:24])[C:21]([CH3:27])([CH3:26])[O:20]1.C([O-])(=O)C.[K+].C12(P(C34CC5CC(CC(C5)C3)C4)CCCC)CC3CC(CC(C3)C1)C2. (3) Given the product [ClH:23].[NH:13]1[CH2:14][CH2:15][CH:10]([C:5]2[CH:6]=[CH:7][CH:8]=[CH:9][C:4]=2[CH:3]([OH:26])[CH3:2])[CH2:11][CH2:12]1, predict the reactants needed to synthesize it. The reactants are: O[CH2:2][CH2:3][C:4]1[CH:9]=[CH:8][CH:7]=[CH:6][C:5]=1[CH:10]1[CH2:15][CH2:14][N:13](C(OC(C)(C)C)=O)[CH2:12][CH2:11]1.[ClH:23].CC[O:26]C(C)=O. (4) Given the product [CH3:1][S:2]([NH:5][C:6]1[CH:15]=[CH:14][C:13]([C:16]([F:17])([F:18])[F:19])=[CH:12][C:7]=1[C:8]([OH:10])=[O:9])(=[O:4])=[O:3], predict the reactants needed to synthesize it. The reactants are: [CH3:1][S:2]([NH:5][C:6]1[CH:15]=[CH:14][C:13]([C:16]([F:19])([F:18])[F:17])=[CH:12][C:7]=1[C:8]([O:10]C)=[O:9])(=[O:4])=[O:3].[OH-].[Li+].Cl. (5) Given the product [N:1]1[CH:6]=[CH:5][CH:4]=[CH:3][C:2]=1[NH:7][C:8]([N:10]1[C@@H:16]2[CH2:17][N:13]([CH2:14][CH2:15]2)[C:12]2[CH:18]=[CH:19][C:20]([C:22]([NH:40][CH:35]3[CH2:36][CH2:37][CH2:38][O:58][CH2:34]3)=[O:23])=[N:21][C:11]1=2)=[O:9], predict the reactants needed to synthesize it. The reactants are: [N:1]1[CH:6]=[CH:5][CH:4]=[CH:3][C:2]=1[NH:7][C:8]([N:10]1[C@@H:16]2[CH2:17][N:13]([CH2:14][CH2:15]2)[C:12]2[CH:18]=[CH:19][C:20]([C:22](O)=[O:23])=[N:21][C:11]1=2)=[O:9].CN(C(ON1N=[N:40][C:35]2[CH:36]=[CH:37][CH:38]=N[C:34]1=2)=[N+](C)C)C.F[P-](F)(F)(F)(F)F.CCN(C(C)C)C(C)C.[O:58]1CCC(N)CC1. (6) Given the product [OH:37][CH2:38][CH2:39][N+:40]([CH3:43])([CH3:42])[CH3:41].[CH3:1][C:2]1[CH:3]=[C:4]([N:9]2[C:13](=[O:14])[C:12](=[N:15][NH:16][C:17]3[C:18]([OH:34])=[C:19]([C:23]4[CH:28]=[CH:27][CH:26]=[C:25]([C:29]5[NH:30][N:31]=[N:32][N:33]=5)[CH:24]=4)[CH:20]=[CH:21][CH:22]=3)[C:11]([CH3:35])=[N:10]2)[CH:5]=[CH:6][C:7]=1[CH3:8], predict the reactants needed to synthesize it. The reactants are: [CH3:1][C:2]1[CH:3]=[C:4]([N:9]2[C:13](=[O:14])[C:12](=[N:15][NH:16][C:17]3[C:18]([OH:34])=[C:19]([C:23]4[CH:28]=[CH:27][CH:26]=[C:25]([C:29]5[NH:33][N:32]=[N:31][N:30]=5)[CH:24]=4)[CH:20]=[CH:21][CH:22]=3)[C:11]([CH3:35])=[N:10]2)[CH:5]=[CH:6][C:7]=1[CH3:8].[OH-].[OH:37][CH2:38][CH2:39][N+:40]([CH3:43])([CH3:42])[CH3:41].FC(F)(F)C(O)=O. (7) Given the product [CH2:1]([O:3][C:4](=[O:26])[CH2:5][C:6]1[CH:7]=[N:8][CH:9]=[C:10]([C:12]2[CH:17]=[CH:16][C:15]([C:18]([F:19])([F:21])[F:20])=[CH:14][C:13]=2[CH2:22][N:23]([C:31](=[O:32])[CH2:30][O:29][CH2:27][CH3:28])[CH2:24][CH3:25])[CH:11]=1)[CH3:2], predict the reactants needed to synthesize it. The reactants are: [CH2:1]([O:3][C:4](=[O:26])[CH2:5][C:6]1[CH:7]=[N:8][CH:9]=[C:10]([C:12]2[CH:17]=[CH:16][C:15]([C:18]([F:21])([F:20])[F:19])=[CH:14][C:13]=2[CH2:22][NH:23][CH2:24][CH3:25])[CH:11]=1)[CH3:2].[CH2:27]([O:29][CH2:30][C:31](O)=[O:32])[CH3:28]. (8) Given the product [Cl:1][C:2]1[C:3]([N:11]2[CH2:16][CH2:15][CH:14]([N:17]3[CH2:21][CH2:20][C@H:19]([NH:22][C:23]4[CH:28]=[CH:27][C:26]([S:29]([CH3:32])(=[O:31])=[O:30])=[CH:25][C:24]=4[F:33])[C:18]3=[O:34])[CH2:13][CH2:12]2)=[N:4][CH:5]=[C:6]([CH:10]=1)[C:7]([Cl:37])=[O:8], predict the reactants needed to synthesize it. The reactants are: [Cl:1][C:2]1[C:3]([N:11]2[CH2:16][CH2:15][CH:14]([N:17]3[CH2:21][CH2:20][C@H:19]([NH:22][C:23]4[CH:28]=[CH:27][C:26]([S:29]([CH3:32])(=[O:31])=[O:30])=[CH:25][C:24]=4[F:33])[C:18]3=[O:34])[CH2:13][CH2:12]2)=[N:4][CH:5]=[C:6]([CH:10]=1)[C:7](O)=[O:8].S(Cl)([Cl:37])=O. (9) Given the product [Br:11][C:12]1[CH:17]=[CH:16][N:15]2[C:18]([C:21]([NH:23][C:24]3[CH:25]=[C:26]([C:27](=[O:28])[NH:9][CH2:8][C@@H:6]4[CH2:5][CH2:4][C:3]([CH3:10])([CH3:2])[O:7]4)[CH:30]=[CH:31][C:32]=3[F:33])=[O:22])=[CH:19][N:20]=[C:14]2[CH:13]=1, predict the reactants needed to synthesize it. The reactants are: [Cl-].[CH3:2][C:3]1([CH3:10])[O:7][C@@H:6]([CH2:8][NH3+:9])[CH2:5][CH2:4]1.[Br:11][C:12]1[CH:17]=[CH:16][N:15]2[C:18]([C:21]([NH:23][C:24]3[CH:25]=[C:26]([CH:30]=[CH:31][C:32]=3[F:33])[C:27](O)=[O:28])=[O:22])=[CH:19][N:20]=[C:14]2[CH:13]=1.